This data is from Full USPTO retrosynthesis dataset with 1.9M reactions from patents (1976-2016). The task is: Predict the reactants needed to synthesize the given product. Given the product [CH3:8][O:9][C:10]1[CH:17]=[CH:16][CH:15]=[C:12]([O:13][CH3:14])[C:11]=1[B:19]([OH:22])[OH:20], predict the reactants needed to synthesize it. The reactants are: ClC1CCCCC1.[CH3:8][O:9][C:10]1[CH:17]=[CH:16][CH:15]=[C:12]([O:13][CH3:14])[CH:11]=1.[Li].[B:19](OC)([O:22]C)[O:20]C.Cl.